From a dataset of Full USPTO retrosynthesis dataset with 1.9M reactions from patents (1976-2016). Predict the reactants needed to synthesize the given product. (1) Given the product [CH2:34]([O:33][C:31](=[O:32])[CH2:30][O:29][C:25]1[CH:26]=[CH:27][CH:28]=[C:23]([C:17]([CH2:18][CH2:19][CH2:20][CH3:21])=[C:8]([C:10]2[CH:15]=[CH:14][C:13]([OH:16])=[CH:12][CH:11]=2)[C:5]2[CH:6]=[CH:7][C:2]([OH:1])=[CH:3][CH:4]=2)[CH:24]=1)[CH3:35], predict the reactants needed to synthesize it. The reactants are: [OH:1][C:2]1[CH:7]=[CH:6][C:5]([C:8]([C:10]2[CH:15]=[CH:14][C:13]([OH:16])=[CH:12][CH:11]=2)=O)=[CH:4][CH:3]=1.[C:17]([C:23]1[CH:24]=[C:25]([O:29][CH2:30][C:31]([O:33][CH2:34][CH3:35])=[O:32])[CH:26]=[CH:27][CH:28]=1)(=O)[CH2:18][CH2:19][CH2:20][CH3:21]. (2) Given the product [F:8][C:4]1[CH:5]=[CH:6][CH:7]=[C:2]([F:1])[C:3]=1[NH:9][C:10](=[O:35])[NH:11][C:12]1[CH:17]=[CH:16][C:15]([C:18]2[CH:22]=[C:21]([C:23]([NH:25][CH:26]([CH:31]([CH3:32])[CH3:33])[C:27]([OH:29])=[O:28])=[O:24])[O:20][N:19]=2)=[CH:14][C:13]=1[CH3:34], predict the reactants needed to synthesize it. The reactants are: [F:1][C:2]1[CH:7]=[CH:6][CH:5]=[C:4]([F:8])[C:3]=1[NH:9][C:10](=[O:35])[NH:11][C:12]1[CH:17]=[CH:16][C:15]([C:18]2[CH:22]=[C:21]([C:23]([NH:25][CH:26]([CH:31]([CH3:33])[CH3:32])[C:27]([O:29]C)=[O:28])=[O:24])[O:20][N:19]=2)=[CH:14][C:13]=1[CH3:34].[Li+].[OH-].Cl. (3) Given the product [CH3:1][C:2]1[N:7]=[C:6]([C:8]([NH:22][CH2:21][CH2:20][N:14]2[CH2:19][CH2:18][O:17][CH2:16][CH2:15]2)=[O:10])[CH:5]=[CH:4][C:3]=1[N+:11]([O-:13])=[O:12], predict the reactants needed to synthesize it. The reactants are: [CH3:1][C:2]1[N:7]=[C:6]([C:8]([OH:10])=O)[CH:5]=[CH:4][C:3]=1[N+:11]([O-:13])=[O:12].[N:14]1([CH2:20][CH2:21][NH2:22])[CH2:19][CH2:18][O:17][CH2:16][CH2:15]1.CN(C(ON1N=NC2C=CC=CC1=2)=[N+](C)C)C.[B-](F)(F)(F)F.CCN(C(C)C)C(C)C. (4) Given the product [CH3:19][C@H:4]([NH2:1])[CH2:5][N:6]1[C:14]2[C:9](=[CH:10][CH:11]=[C:12]3[O:18][CH2:17][CH:16]=[CH:15][C:13]3=2)[CH:8]=[N:7]1, predict the reactants needed to synthesize it. The reactants are: [N:1]([C@@H:4]([CH3:19])[CH2:5][N:6]1[C:14]2[C:9](=[CH:10][CH:11]=[C:12]3[O:18][CH2:17][CH:16]=[CH:15][C:13]3=2)[CH:8]=[N:7]1)=[N+]=[N-].[H-].[Al+3].[Li+].[H-].[H-].[H-].[OH-].[K+].